From a dataset of Forward reaction prediction with 1.9M reactions from USPTO patents (1976-2016). Predict the product of the given reaction. (1) Given the reactants C[O:2][C:3]1[CH:12]=[CH:11][C:6]2[CH:7]=[C:8]([CH3:10])[O:9][C:5]=2[CH:4]=1.B(Br)(Br)Br.C([O-])(O)=O.[Na+], predict the reaction product. The product is: [OH:2][C:3]1[CH:12]=[CH:11][C:6]2[CH:7]=[C:8]([CH3:10])[O:9][C:5]=2[CH:4]=1. (2) Given the reactants [CH:1]1([NH:4][C:5]([C:7]2[N:8]=[N:9][N:10]([C:21]3[CH:26]=[CH:25][C:24]([C:27]([NH:29][CH2:30][CH3:31])=[O:28])=[CH:23][CH:22]=3)[C:11]=2[CH2:12]P(OCC)(OCC)=O)=[O:6])[CH2:3][CH2:2]1.[H-].[Na+].[CH3:34][C:35]1[O:36][CH:37]=[C:38]([CH:40]=O)[N:39]=1.O, predict the reaction product. The product is: [CH:1]1([NH:4][C:5]([C:7]2[N:8]=[N:9][N:10]([C:21]3[CH:22]=[CH:23][C:24]([C:27]([NH:29][CH2:30][CH3:31])=[O:28])=[CH:25][CH:26]=3)[C:11]=2/[CH:12]=[CH:40]/[C:38]2[N:39]=[C:35]([CH3:34])[O:36][CH:37]=2)=[O:6])[CH2:3][CH2:2]1. (3) Given the reactants [CH:1]1([CH:7]([O:11][CH3:12])[C:8](=[O:10])[CH3:9])[CH2:6][CH2:5][CH2:4][CH2:3][CH2:2]1.[Br:13]Br.O, predict the reaction product. The product is: [Br:13][CH2:9][C:8](=[O:10])[CH:7]([CH:1]1[CH2:6][CH2:5][CH2:4][CH2:3][CH2:2]1)[O:11][CH3:12].